Task: Regression/Classification. Given a drug SMILES string, predict its absorption, distribution, metabolism, or excretion properties. Task type varies by dataset: regression for continuous measurements (e.g., permeability, clearance, half-life) or binary classification for categorical outcomes (e.g., BBB penetration, CYP inhibition). Dataset: cyp2c19_veith.. Dataset: CYP2C19 inhibition data for predicting drug metabolism from PubChem BioAssay (1) The molecule is COC(=O)C/C=C\[C@@H](C)[C@@H](/C=N\O[C@@H](C)CN1CCCCc2nc(C)c(C)cc21)OC. The result is 0 (non-inhibitor). (2) The result is 0 (non-inhibitor). The molecule is O=C(c1csnn1)N1CCC[C@@]2(CCN(c3ncccn3)C2)C1.